From a dataset of Forward reaction prediction with 1.9M reactions from USPTO patents (1976-2016). Predict the product of the given reaction. (1) Given the reactants [C:1]([OH:6])(=O)[C:2]#[C:3][CH3:4].CN1CCOCC1.CN(C(ON1N=NC2C=CC=CC1=2)=[N+](C)C)C.[B-](F)(F)(F)F.Cl.[NH2:37][CH2:38][C:39]1[CH:40]=[C:41]([C:45]2[CH:50]=[C:49]([C:51]3[NH:59][C:58]4[CH2:57][CH2:56][NH:55][C:54](=[O:60])[C:53]=4[CH:52]=3)[CH:48]=[CH:47][N:46]=2)[CH:42]=[CH:43][CH:44]=1.[F:61][C:62]([F:67])([F:66])[C:63]([OH:65])=[O:64], predict the reaction product. The product is: [F:61][C:62]([F:67])([F:66])[C:63]([OH:65])=[O:64].[O:60]=[C:54]1[C:53]2[CH:52]=[C:51]([C:49]3[CH:48]=[CH:47][N:46]=[C:45]([C:41]4[CH:40]=[C:39]([CH:44]=[CH:43][CH:42]=4)[CH2:38][NH:37][C:1](=[O:6])[C:2]#[C:3][CH3:4])[CH:50]=3)[NH:59][C:58]=2[CH2:57][CH2:56][NH:55]1. (2) Given the reactants [C:1]([O:5][C:6]([N:8]([C:10]1([C@H:13]2[CH2:17][CH2:16][N:15]([C@H:18]([C:20]3[CH:25]=[CH:24][CH:23]=[CH:22][CH:21]=3)[CH3:19])[C:14]2=O)[CH2:12][CH2:11]1)[CH3:9])=[O:7])([CH3:4])([CH3:3])[CH3:2].C(=O)([O-])[O-].[K+].[K+].O, predict the reaction product. The product is: [C:1]([O:5][C:6]([N:8]([C:10]1([C@@H:13]2[CH2:17][CH2:16][N:15]([C@H:18]([C:20]3[CH:25]=[CH:24][CH:23]=[CH:22][CH:21]=3)[CH3:19])[CH2:14]2)[CH2:11][CH2:12]1)[CH3:9])=[O:7])([CH3:2])([CH3:3])[CH3:4]. (3) Given the reactants [NH2:1][C:2]1[N:3]=[C:4]([NH:18][CH:19]2[CH2:24][CH2:23][NH:22][CH2:21][CH2:20]2)[S:5][C:6]=1[C:7]([C:9]1[CH:14]=[CH:13][C:12]([O:15][CH3:16])=[C:11]([F:17])[CH:10]=1)=[O:8].[C:25](Cl)(=[O:27])[CH3:26], predict the reaction product. The product is: [NH2:1][C:2]1[N:3]=[C:4]([NH:18][CH:19]2[CH2:24][CH2:23][N:22]([C:25](=[O:27])[CH3:26])[CH2:21][CH2:20]2)[S:5][C:6]=1[C:7](=[O:8])[C:9]1[CH:14]=[CH:13][C:12]([O:15][CH3:16])=[C:11]([F:17])[CH:10]=1. (4) Given the reactants P(Cl)(Cl)([Cl:3])=O.[CH2:6]([O:8][C:9]([C:11]1[C:16](O)=[C:15]([CH3:18])[C:14](=[O:19])[N:13]([CH3:20])[C:12]=1[CH3:21])=[O:10])[CH3:7], predict the reaction product. The product is: [CH2:6]([O:8][C:9]([C:11]1[C:16]([Cl:3])=[C:15]([CH3:18])[C:14](=[O:19])[N:13]([CH3:20])[C:12]=1[CH3:21])=[O:10])[CH3:7]. (5) Given the reactants F[C:2]1[CH:7]=[CH:6][CH:5]=[C:4]([F:8])[N:3]=1.[C-:9]#[N:10].[Na+], predict the reaction product. The product is: [F:8][C:4]1[N:3]=[C:2]([C:9]#[N:10])[CH:7]=[CH:6][CH:5]=1. (6) Given the reactants [C:1]([O:5][C:6](=[O:11])[NH:7][CH2:8][CH2:9][NH2:10])([CH3:4])([CH3:3])[CH3:2].C(N(C(C)C)CC)(C)C.[CH2:21]([O:30][C:31]1[CH:39]=[CH:38][C:34]([C:35](Cl)=[O:36])=[CH:33][CH:32]=1)[CH2:22][CH2:23][CH2:24][CH2:25][CH2:26][CH2:27][CH2:28][CH3:29], predict the reaction product. The product is: [CH2:21]([O:30][C:31]1[CH:32]=[CH:33][C:34]([C:35]([NH:10][CH2:9][CH2:8][NH:7][C:6](=[O:11])[O:5][C:1]([CH3:4])([CH3:2])[CH3:3])=[O:36])=[CH:38][CH:39]=1)[CH2:22][CH2:23][CH2:24][CH2:25][CH2:26][CH2:27][CH2:28][CH3:29]. (7) The product is: [Br:1][C:2]1[CH:3]=[C:4]([C:15]([OH:19])=[O:16])[N:5]([C:8]2[C:13]([Cl:14])=[CH:12][CH:11]=[CH:10][N:9]=2)[C:6]=1[Br:7]. Given the reactants [Br:1][C:2]1[CH:3]=[C:4]([CH:15]=[O:16])[N:5]([C:8]2[C:13]([Cl:14])=[CH:12][CH:11]=[CH:10][N:9]=2)[C:6]=1[Br:7].CC(C)=[O:19].[Mn]([O-])(=O)(=O)=O.[K+], predict the reaction product.